The task is: Predict the reaction yield, written as a fraction of the theoretical maximum amount of product (1.0 means a 100% yield; for example, 0.34 means a 34% yield).. This data is from Reaction yield outcomes from USPTO patents with 853,638 reactions. (1) The reactants are [C:1]1([CH2:9][NH2:10])[CH:6]=[CH:5][CH:4]=[C:3]([CH2:7][NH2:8])[CH:2]=1.[CH3:11][C:12]([O:15][C:16](O[C:16]([O:15][C:12]([CH3:14])([CH3:13])[CH3:11])=[O:17])=[O:17])([CH3:14])[CH3:13]. The catalyst is CO. The product is [C:12]([O:15][C:16](=[O:17])[NH:8][CH2:7][C:3]1[CH:4]=[CH:5][CH:6]=[C:1]([CH2:9][NH2:10])[CH:2]=1)([CH3:14])([CH3:13])[CH3:11]. The yield is 0.670. (2) The reactants are O[Li].O.O.C[O:6][C:7](=[O:21])[CH2:8][NH:9][C:10]([C:12]1[NH:16][C:15]2[CH:17]=[CH:18][CH:19]=[CH:20][C:14]=2[N:13]=1)=[O:11]. The catalyst is C1COCC1. The product is [NH:13]1[C:14]2[CH:20]=[CH:19][CH:18]=[CH:17][C:15]=2[N:16]=[C:12]1[C:10]([NH:9][CH2:8][C:7]([OH:21])=[O:6])=[O:11]. The yield is 0.900. (3) The reactants are [CH:1]1([N:7]=[C:8]=[O:9])[CH2:6][CH2:5][CH2:4][CH2:3][CH2:2]1.FC(F)(F)C([O-])=O.[CH2:17]([O:24][C:25]1[CH:30]=[C:29]([O:31][CH2:32][C:33]2[CH:38]=[CH:37][CH:36]=[CH:35][CH:34]=2)[CH:28]=[CH:27][C:26]=1[CH:39]1[CH2:43][CH2:42][NH2+:41][CH2:40]1)[C:18]1[CH:23]=[CH:22][CH:21]=[CH:20][CH:19]=1. The catalyst is O1CCCC1.C(N(CC)C(C)C)(C)C. The product is [CH:1]1([NH:7][C:8]([N:41]2[CH2:42][CH2:43][CH:39]([C:26]3[CH:27]=[CH:28][C:29]([O:31][CH2:32][C:33]4[CH:38]=[CH:37][CH:36]=[CH:35][CH:34]=4)=[CH:30][C:25]=3[O:24][CH2:17][C:18]3[CH:19]=[CH:20][CH:21]=[CH:22][CH:23]=3)[CH2:40]2)=[O:9])[CH2:6][CH2:5][CH2:4][CH2:3][CH2:2]1. The yield is 0.660. (4) The reactants are [CH3:1][C:2]1([CH3:32])[CH2:7][C:6](=O)[CH2:5][C:4]([CH3:10])([CH3:9])[P:3]1[C:11]1[CH:16]=[CH:15][CH:14]=[CH:13][C:12]=1[C:17]1[C:22]([CH:23]([CH3:25])[CH3:24])=[CH:21][C:20]([CH:26]([CH3:28])[CH3:27])=[CH:19][C:18]=1[CH:29]([CH3:31])[CH3:30].O.NN.[OH-].[K+]. No catalyst specified. The product is [CH3:32][C:2]1([CH3:1])[CH2:7][CH2:6][CH2:5][C:4]([CH3:9])([CH3:10])[P:3]1[C:11]1[CH:16]=[CH:15][CH:14]=[CH:13][C:12]=1[C:17]1[C:18]([CH:29]([CH3:30])[CH3:31])=[CH:19][C:20]([CH:26]([CH3:28])[CH3:27])=[CH:21][C:22]=1[CH:23]([CH3:25])[CH3:24]. The yield is 0.940. (5) The reactants are [NH:1]1[CH2:6][CH2:5][CH:4]([O:7][C:8](=[O:22])[NH:9][C:10]2[CH:15]=[CH:14][CH:13]=[CH:12][C:11]=2[C:16]2[CH:21]=[CH:20][CH:19]=[CH:18][CH:17]=2)[CH2:3][CH2:2]1.[C:23]([OH:27])(=[O:26])[CH:24]=[CH2:25]. The catalyst is C(Cl)Cl. The product is [C:11]1([C:16]2[CH:21]=[CH:20][CH:19]=[CH:18][CH:17]=2)[CH:12]=[CH:13][CH:14]=[CH:15][C:10]=1[NH:9][C:8]([O:7][CH:4]1[CH2:3][CH2:2][N:1]([CH2:25][CH2:24][C:23]([OH:27])=[O:26])[CH2:6][CH2:5]1)=[O:22]. The yield is 0.990. (6) The reactants are [C:1]([N:8]1[CH2:12][C@@H:11]([N:13]=[N+:14]=[N-:15])[CH2:10][C@H:9]1[C:16]([O:18]C)=[O:17])([O:3][C:4]([CH3:7])([CH3:6])[CH3:5])=[O:2].[Li+].[OH-]. The catalyst is CO.O. The product is [C:1]([N:8]1[CH2:12][C@@H:11]([N:13]=[N+:14]=[N-:15])[CH2:10][C@H:9]1[C:16]([OH:18])=[O:17])([O:3][C:4]([CH3:7])([CH3:6])[CH3:5])=[O:2]. The yield is 0.950. (7) The reactants are [C:1]([OH:9])(=O)[C:2]1[CH:7]=[CH:6][CH:5]=[N:4][CH:3]=1.C(Cl)(=O)C(Cl)=O.[NH2:16][CH2:17][CH2:18][NH:19][C:20](=[O:26])[O:21][C:22]([CH3:25])([CH3:24])[CH3:23].CCN(CC)CC. The catalyst is C(Cl)Cl.CN(C=O)C. The product is [C:1]([NH:16][CH2:17][CH2:18][NH:19][C:20](=[O:26])[O:21][C:22]([CH3:24])([CH3:23])[CH3:25])(=[O:9])[C:2]1[CH:7]=[CH:6][CH:5]=[N:4][CH:3]=1. The yield is 0.740.